This data is from Reaction yield outcomes from USPTO patents with 853,638 reactions. The task is: Predict the reaction yield, written as a fraction of the theoretical maximum amount of product (1.0 means a 100% yield; for example, 0.34 means a 34% yield). (1) The reactants are [F:1][C:2]1[CH:7]=[CH:6][CH:5]=[C:4]([F:8])[C:3]=1[CH:9]1[O:13][N:12]=[C:11]([C:14]2[N:15]=[C:16]([N:19]3[CH2:22][C:21]4([CH2:25][N:24](C(OC(C)(C)C)=O)[CH2:23]4)[CH2:20]3)[S:17][CH:18]=2)[CH2:10]1.[ClH:33]. The catalyst is CO. The product is [ClH:33].[CH2:23]1[C:21]2([CH2:22][N:19]([C:16]3[S:17][CH:18]=[C:14]([C:11]4[CH2:10][CH:9]([C:3]5[C:4]([F:8])=[CH:5][CH:6]=[CH:7][C:2]=5[F:1])[O:13][N:12]=4)[N:15]=3)[CH2:20]2)[CH2:25][NH:24]1. The yield is 0.930. (2) The reactants are C([O:3][C:4](=[O:41])[CH2:5][N:6]([S:33]([N:36]([CH:38]([CH3:40])[CH3:39])[CH3:37])(=[O:35])=[O:34])[CH2:7][C:8]1[CH:13]=[CH:12][CH:11]=[C:10]([O:14][CH2:15][CH2:16][C:17]2[N:18]=[C:19]([C:23]3[CH:28]=[CH:27][C:26]([C:29]([F:32])([F:31])[F:30])=[CH:25][CH:24]=3)[O:20][C:21]=2[CH3:22])[CH:9]=1)C.O.[OH-].[Li+]. No catalyst specified. The product is [CH:38]([N:36]([S:33]([N:6]([CH2:5][C:4]([OH:41])=[O:3])[CH2:7][C:8]1[CH:13]=[CH:12][CH:11]=[C:10]([O:14][CH2:15][CH2:16][C:17]2[N:18]=[C:19]([C:23]3[CH:24]=[CH:25][C:26]([C:29]([F:30])([F:31])[F:32])=[CH:27][CH:28]=3)[O:20][C:21]=2[CH3:22])[CH:9]=1)(=[O:34])=[O:35])[CH3:37])([CH3:40])[CH3:39]. The yield is 0.990.